Dataset: Peptide-MHC class I binding affinity with 185,985 pairs from IEDB/IMGT. Task: Regression. Given a peptide amino acid sequence and an MHC pseudo amino acid sequence, predict their binding affinity value. This is MHC class I binding data. The peptide sequence is AVINTTCNY. The MHC is HLA-A01:01 with pseudo-sequence HLA-A01:01. The binding affinity (normalized) is 0.0327.